Dataset: Forward reaction prediction with 1.9M reactions from USPTO patents (1976-2016). Task: Predict the product of the given reaction. (1) Given the reactants [C:1]([O:4][C:5]1[CH:10]=[CH:9][C:8](/[CH:11]=[CH:12]/[C:13]([O:15][CH3:16])=[O:14])=[CH:7][CH:6]=1)(=[O:3])[CH3:2].[N+](=[CH2:19])=[N-].CN(N=O)C(N[N+]([O-])=O)=N.[OH-].[K+], predict the reaction product. The product is: [C:1]([O:4][C:5]1[CH:10]=[CH:9][C:8]([CH:11]2[CH2:19][CH:12]2[C:13]([O:15][CH3:16])=[O:14])=[CH:7][CH:6]=1)(=[O:3])[CH3:2]. (2) The product is: [I-:76].[C:71]([C:66]1[CH:67]=[CH:68][CH:69]=[CH:70][C:65]=1[C:62]1[CH:63]=[CH:64][C:59]([O:58][CH2:57][CH2:56][CH2:55][CH2:54][CH2:53][CH2:52][O:51][C:48]2[CH:49]=[CH:50][C:45]([S:44][CH:28]([S:27][C:24]3[CH:23]=[CH:22][C:21]([O:20][CH2:19][CH2:18][CH2:17][CH2:16][CH2:15][CH2:14][O:13][C:12]4[CH:11]=[CH:10][C:9]([C:4]5[CH:5]=[CH:6][CH:7]=[CH:8][C:3]=5[C:1]#[N:2])=[CH:74][CH:73]=4)=[CH:26][CH:25]=3)[CH2:29][O:30][C:31]3[CH:36]=[CH:35][C:34]([S:37][C:38]4[CH:43]=[CH:42][CH:41]=[CH:40][N+:39]=4[CH3:75])=[CH:33][CH:32]=3)=[CH:46][CH:47]=2)=[CH:60][CH:61]=1)#[N:72]. Given the reactants [C:1]([C:3]1[CH:8]=[CH:7][CH:6]=[CH:5][C:4]=1[C:9]1[CH:74]=[CH:73][C:12]([O:13][CH2:14][CH2:15][CH2:16][CH2:17][CH2:18][CH2:19][O:20][C:21]2[CH:26]=[CH:25][C:24]([S:27][CH:28]([S:44][C:45]3[CH:50]=[CH:49][C:48]([O:51][CH2:52][CH2:53][CH2:54][CH2:55][CH2:56][CH2:57][O:58][C:59]4[CH:64]=[CH:63][C:62]([C:65]5[CH:70]=[CH:69][CH:68]=[CH:67][C:66]=5[C:71]#[N:72])=[CH:61][CH:60]=4)=[CH:47][CH:46]=3)[CH2:29][O:30][C:31]3[CH:36]=[CH:35][C:34]([S:37][C:38]4[CH:43]=[CH:42][CH:41]=[CH:40][N:39]=4)=[CH:33][CH:32]=3)=[CH:23][CH:22]=2)=[CH:11][CH:10]=1)#[N:2].[CH3:75][I:76], predict the reaction product. (3) Given the reactants CN(C)[CH:3]=[O:4].P(Cl)(Cl)(Cl)=O.[CH2:11]([N:13]1[C:25]2[CH:24]=[CH:23][CH:22]=[CH:21][C:20]=2[C:19]2[C:14]1=[CH:15][CH:16]=[CH:17][CH:18]=2)[CH3:12].[C:26]([O-])(=[O:28])C.[Na+], predict the reaction product. The product is: [CH2:11]([N:13]1[C:25]2[CH:24]=[CH:23][C:22]([CH:26]=[O:28])=[CH:21][C:20]=2[C:19]2[C:14]1=[CH:15][CH:16]=[C:17]([CH:3]=[O:4])[CH:18]=2)[CH3:12]. (4) Given the reactants [CH3:1][O:2][C:3]1[C:4]([NH2:21])=[CH:5][C:6]2[CH2:12][CH2:11][N:10]([CH:13]([CH2:17][O:18][CH3:19])[CH2:14][O:15][CH3:16])[CH2:9][CH2:8][C:7]=2[CH:20]=1.Cl[C:23]1[N:28]=[C:27]([NH:29][C:30]2[CH:35]=[CH:34][CH:33]=[CH:32][C:31]=2[S:36]([CH:39]([CH3:41])[CH3:40])(=[O:38])=[O:37])[C:26]([Cl:42])=[CH:25][N:24]=1, predict the reaction product. The product is: [Cl:42][C:26]1[C:27]([NH:29][C:30]2[CH:35]=[CH:34][CH:33]=[CH:32][C:31]=2[S:36]([CH:39]([CH3:41])[CH3:40])(=[O:38])=[O:37])=[N:28][C:23]([NH:21][C:4]2[C:3]([O:2][CH3:1])=[CH:20][C:7]3[CH2:8][CH2:9][N:10]([CH:13]([CH2:14][O:15][CH3:16])[CH2:17][O:18][CH3:19])[CH2:11][CH2:12][C:6]=3[CH:5]=2)=[N:24][CH:25]=1. (5) Given the reactants C(N(C(C)C)CC)(C)C.[C:10]([O:14][C:15](=[O:23])[NH:16][CH:17]1[CH2:22][CH2:21][NH:20][CH2:19][CH2:18]1)([CH3:13])([CH3:12])[CH3:11].[CH3:24][O:25][C:26]([C:28]1[O:29][C:30]([S:33](Cl)(=[O:35])=[O:34])=[CH:31][CH:32]=1)=[O:27], predict the reaction product. The product is: [CH3:24][O:25][C:26]([C:28]1[O:29][C:30]([S:33]([N:20]2[CH2:21][CH2:22][CH:17]([NH:16][C:15]([O:14][C:10]([CH3:13])([CH3:11])[CH3:12])=[O:23])[CH2:18][CH2:19]2)(=[O:35])=[O:34])=[CH:31][CH:32]=1)=[O:27]. (6) Given the reactants [CH3:1][C:2]1[C:10]2[N:9]=[C:8]([CH2:11][CH2:12][CH3:13])[N:7]([CH2:14][C:15]3[CH:32]=[CH:31][C:18]4/[C:19](=[CH:28]/[C:29]#[N:30])/[C:20]5[CH:27]=[CH:26][CH:25]=[CH:24][C:21]=5[CH2:22][CH2:23][C:17]=4[CH:16]=3)[C:6]=2[CH:5]=[C:4]([C:33]([NH:35][NH2:36])=[O:34])[CH:3]=1.[CH:37](OCC)(OCC)OCC.O.N, predict the reaction product. The product is: [CH3:1][C:2]1[C:10]2[N:9]=[C:8]([CH2:11][CH2:12][CH3:13])[N:7]([CH2:14][C:15]3[CH:32]=[CH:31][C:18]4/[C:19](=[CH:28]/[C:29]#[N:30])/[C:20]5[CH:27]=[CH:26][CH:25]=[CH:24][C:21]=5[CH2:22][CH2:23][C:17]=4[CH:16]=3)[C:6]=2[CH:5]=[C:4]([C:33]2[O:34][CH:37]=[N:36][N:35]=2)[CH:3]=1.